This data is from Catalyst prediction with 721,799 reactions and 888 catalyst types from USPTO. The task is: Predict which catalyst facilitates the given reaction. Reactant: C([O:5][C:6]([CH:8]1[CH2:12][CH:11]([O:13][C:14]2[C:23]3[C:18](=[C:19]([CH3:26])[C:20]([O:24][CH3:25])=[CH:21][CH:22]=3)[N:17]=[C:16]([C:27]3[CH:32]=[CH:31][CH:30]=[C:29]([F:33])[CH:28]=3)[N:15]=2)[CH2:10][CH:9]1[C:34](=[O:46])[NH:35][C:36]1([C:41]([O:43][CH2:44][CH3:45])=[O:42])[CH2:38][CH:37]1[CH:39]=[CH2:40])=[O:7])(C)(C)C.O. Product: [CH2:44]([O:43][C:41]([C:36]1([NH:35][C:34]([CH:9]2[CH2:10][CH:11]([O:13][C:14]3[C:23]4[C:18](=[C:19]([CH3:26])[C:20]([O:24][CH3:25])=[CH:21][CH:22]=4)[N:17]=[C:16]([C:27]4[CH:32]=[CH:31][CH:30]=[C:29]([F:33])[CH:28]=4)[N:15]=3)[CH2:12][CH:8]2[C:6]([OH:7])=[O:5])=[O:46])[CH2:38][CH:37]1[CH:39]=[CH2:40])=[O:42])[CH3:45]. The catalyst class is: 157.